Regression. Given a peptide amino acid sequence and an MHC pseudo amino acid sequence, predict their binding affinity value. This is MHC class I binding data. From a dataset of Peptide-MHC class I binding affinity with 185,985 pairs from IEDB/IMGT. (1) The peptide sequence is RPLLARMPE. The MHC is HLA-B08:01 with pseudo-sequence HLA-B08:01. The binding affinity (normalized) is 0.0847. (2) The binding affinity (normalized) is 0.213. The peptide sequence is RRRFVQNAL. The MHC is HLA-B15:42 with pseudo-sequence HLA-B15:42.